Dataset: Peptide-MHC class I binding affinity with 185,985 pairs from IEDB/IMGT. Task: Regression. Given a peptide amino acid sequence and an MHC pseudo amino acid sequence, predict their binding affinity value. This is MHC class I binding data. (1) The peptide sequence is FMIDWILDA. The MHC is HLA-B08:01 with pseudo-sequence HLA-B08:01. The binding affinity (normalized) is 0.0847. (2) The peptide sequence is IPAHPLRML. The MHC is HLA-B08:01 with pseudo-sequence HLA-B08:01. The binding affinity (normalized) is 0.0847. (3) The MHC is HLA-A68:02 with pseudo-sequence HLA-A68:02. The binding affinity (normalized) is 0.360. The peptide sequence is IVSRSSRGV. (4) The binding affinity (normalized) is 0. The MHC is HLA-B58:01 with pseudo-sequence HLA-B58:01. The peptide sequence is HPVGEADYF.